Dataset: Full USPTO retrosynthesis dataset with 1.9M reactions from patents (1976-2016). Task: Predict the reactants needed to synthesize the given product. Given the product [NH2:1][C:2]1[N:7]=[CH:6][N:5]=[C:4]2[N:8]([CH2:21][C:22]3[O:23][C:24]4[C:29]([C:30](=[O:39])[C:31]=3[C:32]3[CH:37]=[CH:36][CH:35]=[C:34]([F:38])[CH:33]=3)=[CH:28][C:27]([F:40])=[CH:26][CH:25]=4)[N:9]=[C:10]([C:11]3[CH:12]=[C:13]([F:20])[C:14]([OH:18])=[C:15]([F:17])[CH:16]=3)[C:3]=12, predict the reactants needed to synthesize it. The reactants are: [NH2:1][C:2]1[N:7]=[CH:6][N:5]=[C:4]2[N:8]([CH2:21][C:22]3[O:23][C:24]4[C:29]([C:30](=[O:39])[C:31]=3[C:32]3[CH:37]=[CH:36][CH:35]=[C:34]([F:38])[CH:33]=3)=[CH:28][C:27]([F:40])=[CH:26][CH:25]=4)[N:9]=[C:10]([C:11]3[CH:16]=[C:15]([F:17])[C:14]([O:18]C)=[C:13]([F:20])[CH:12]=3)[C:3]=12.